Task: Predict the reactants needed to synthesize the given product.. Dataset: Retrosynthesis with 50K atom-mapped reactions and 10 reaction types from USPTO (1) Given the product CC(C)(C)c1ccc(C(N)=NC=O)cc1, predict the reactants needed to synthesize it. The reactants are: CC(C)(C)c1ccc(C(N)=O)cc1.NC=O. (2) Given the product CCCN(CCC)c1ccc(N)cn1, predict the reactants needed to synthesize it. The reactants are: CCCN(CCC)c1ccc([N+](=O)[O-])cn1. (3) Given the product CN(C)c1cc(NC(=O)OC(C)(C)C)c(N)cc1-c1cccc(F)c1F, predict the reactants needed to synthesize it. The reactants are: CN(C)c1cc(NC(=O)OC(C)(C)C)c([N+](=O)[O-])cc1-c1cccc(F)c1F. (4) Given the product CCOC(=O)c1cc(=O)c2ccc(OCCCCl)cc2o1, predict the reactants needed to synthesize it. The reactants are: CCOC(=O)c1cc(=O)c2ccc(O)cc2o1.ClCCCBr. (5) Given the product CNCCO[Si](c1ccccc1)(c1ccccc1)C(C)(C)C, predict the reactants needed to synthesize it. The reactants are: CN(CCO[Si](c1ccccc1)(c1ccccc1)C(C)(C)C)C(=O)OCc1ccccc1.